Dataset: Reaction yield outcomes from USPTO patents with 853,638 reactions. Task: Predict the reaction yield, written as a fraction of the theoretical maximum amount of product (1.0 means a 100% yield; for example, 0.34 means a 34% yield). (1) The reactants are [CH3:1][O:2][C:3]1[CH:4]=[C:5]2[C:10](=[CH:11][C:12]=1[O:13][CH3:14])[N:9]=[CH:8][N:7]=[C:6]2[O:15][C:16]1[CH:22]=[CH:21][C:19]([NH2:20])=[C:18]([F:23])[CH:17]=1.ClC(Cl)(O[C:28](=[O:34])OC(Cl)(Cl)Cl)Cl.[F:36][C:37]1[CH:44]=[C:43]([F:45])[CH:42]=[CH:41][C:38]=1[CH2:39][NH2:40]. The catalyst is C(Cl)(Cl)Cl.C(N(CC)CC)C. The product is [F:36][C:37]1[CH:44]=[C:43]([F:45])[CH:42]=[CH:41][C:38]=1[CH2:39][NH:40][C:28]([NH:20][C:19]1[CH:21]=[CH:22][C:16]([O:15][C:6]2[C:5]3[C:10](=[CH:11][C:12]([O:13][CH3:14])=[C:3]([O:2][CH3:1])[CH:4]=3)[N:9]=[CH:8][N:7]=2)=[CH:17][C:18]=1[F:23])=[O:34]. The yield is 0.260. (2) The reactants are [CH3:1][N:2]1[CH:6]=[CH:5][CH:4]=[C:3]1[C:7]([OH:9])=O.C(C1NC=CN=1)(C1NC=CN=1)=O.C(N(CC)CC)C.Cl.[NH2:30][CH2:31][C:32]1[CH:40]=[CH:39][CH:38]=[C:37]2[C:33]=1[C:34](=[O:50])[N:35]([CH:42]1[CH2:47][CH2:46][C:45](=[O:48])[NH:44][C:43]1=[O:49])[C:36]2=[O:41]. The catalyst is CN(C=O)C. The product is [O:49]=[C:43]1[CH:42]([N:35]2[C:34](=[O:50])[C:33]3[C:37](=[CH:38][CH:39]=[CH:40][C:32]=3[CH2:31][NH:30][C:7]([C:3]3[N:2]([CH3:1])[CH:6]=[CH:5][CH:4]=3)=[O:9])[C:36]2=[O:41])[CH2:47][CH2:46][C:45](=[O:48])[NH:44]1. The yield is 0.250. (3) The reactants are [F:1][C:2]1[CH:3]=[C:4]([NH:10][C:11]2[N:26]=[CH:25][CH:24]=[CH:23][C:12]=2[C:13]([NH:15][C:16]2[CH:21]=[CH:20][C:19]([F:22])=[CH:18][CH:17]=2)=[O:14])[CH:5]=[CH:6][C:7]=1[O:8]C.C(Cl)Cl.B(Br)(Br)Br.C([O-])(O)=O.[Na+]. The catalyst is O. The product is [F:1][C:2]1[CH:3]=[C:4]([NH:10][C:11]2[N:26]=[CH:25][CH:24]=[CH:23][C:12]=2[C:13]([NH:15][C:16]2[CH:21]=[CH:20][C:19]([F:22])=[CH:18][CH:17]=2)=[O:14])[CH:5]=[CH:6][C:7]=1[OH:8]. The yield is 0.730. (4) The catalyst is C(OCC)(=O)C. The yield is 0.620. The reactants are Br[C:2]1[C:7](=[O:8])[N:6]([CH2:9][C:10]2[CH:15]=[CH:14][C:13]([C:16]3[C:17]([C:22]#[N:23])=[CH:18][CH:19]=[CH:20][CH:21]=3)=[CH:12][CH:11]=2)[C:5]([CH2:24][CH2:25][CH3:26])=[N:4][C:3]=1[CH2:27][CH3:28].[CH2:29]([C:31]1[CH:32]=[C:33]([OH:37])[CH:34]=[CH:35][CH:36]=1)[CH3:30].[OH-].[K+].CS(C)=O. The product is [CH2:27]([C:3]1[N:4]=[C:5]([CH2:24][CH2:25][CH3:26])[N:6]([CH2:9][C:10]2[CH:15]=[CH:14][C:13]([C:16]3[C:17]([C:22]#[N:23])=[CH:18][CH:19]=[CH:20][CH:21]=3)=[CH:12][CH:11]=2)[C:7](=[O:8])[C:2]=1[O:37][C:33]1[CH:34]=[CH:35][CH:36]=[C:31]([CH2:29][CH3:30])[CH:32]=1)[CH3:28]. (5) No catalyst specified. The yield is 0.401. The product is [Br:1][C:2]1[C:6]2=[N:7][CH:8]=[C:9]([O:11][CH3:12])[CH:10]=[C:5]2[S:4][C:3]=1[NH:37][C:29](=[O:28])[O:48][C:44]([CH3:47])([CH3:46])[CH3:45]. The reactants are [Br:1][C:2]1[C:6]2=[N:7][CH:8]=[C:9]([O:11][CH3:12])[CH:10]=[C:5]2[S:4][C:3]=1C(O)=O.C1C=CC(OP([O:28][C:29]2C=CC=CC=2)(N=[N+]=[N-])=O)=CC=1.CC[N:37](C(C)C)C(C)C.[C:44]([OH:48])([CH3:47])([CH3:46])[CH3:45]. (6) The reactants are [NH2:1][C:2]1[CH:7]=[C:6]([F:8])[C:5]([CH2:9][C:10]([OH:12])=[O:11])=[C:4]([F:13])[CH:3]=1.[N+]([C:17]1[CH:22]=CC=C[CH:18]=1)([O-])=O.OS(O)(=O)=O.[OH-].[Na+].Cl. The catalyst is OCC(CO)O.CO. The product is [F:13][C:4]1[C:5]([CH2:9][C:10]([OH:12])=[O:11])=[C:6]([F:8])[CH:7]=[C:2]2[C:3]=1[CH:18]=[CH:17][CH:22]=[N:1]2. The yield is 0.250.